From a dataset of Catalyst prediction with 721,799 reactions and 888 catalyst types from USPTO. Predict which catalyst facilitates the given reaction. Reactant: [C:1]([C:4]1[C:12]2[C:7](=[C:8]3[CH2:15][CH2:14][O:13][C:9]3=[CH:10][CH:11]=2)[NH:6][CH:5]=1)(=O)[CH3:2].B.CC(C)=O. Product: [CH2:1]([C:4]1[C:12]2[C:7](=[C:8]3[CH2:15][CH2:14][O:13][C:9]3=[CH:10][CH:11]=2)[NH:6][CH:5]=1)[CH3:2]. The catalyst class is: 7.